This data is from TCR-epitope binding with 47,182 pairs between 192 epitopes and 23,139 TCRs. The task is: Binary Classification. Given a T-cell receptor sequence (or CDR3 region) and an epitope sequence, predict whether binding occurs between them. (1) The epitope is VLWAHGFEL. The TCR CDR3 sequence is CASTSTNYGYTF. Result: 1 (the TCR binds to the epitope). (2) The epitope is KLSYGIATV. The TCR CDR3 sequence is CASSQVLFSEENTEAFF. Result: 1 (the TCR binds to the epitope).